From a dataset of Reaction yield outcomes from USPTO patents with 853,638 reactions. Predict the reaction yield, written as a fraction of the theoretical maximum amount of product (1.0 means a 100% yield; for example, 0.34 means a 34% yield). (1) The reactants are CON(C)[C:4]([C@@H:6]1[C:9](=[O:10])[N:8]([C:11]([C:24]2[CH:29]=[CH:28][CH:27]=[CH:26][CH:25]=2)([C:18]2[CH:23]=[CH:22][CH:21]=[CH:20][CH:19]=2)[C:12]2[CH:17]=[CH:16][CH:15]=[CH:14][CH:13]=2)[C@H:7]1[CH2:30][C:31]([O:33][CH3:34])=[O:32])=[O:5].[CH3:36][Mg+].[Br-]. The catalyst is CCOC(C)=O. The product is [C:4]([C@H:6]1[C:9](=[O:10])[N:8]([C:11]([C:12]2[CH:17]=[CH:16][CH:15]=[CH:14][CH:13]=2)([C:18]2[CH:23]=[CH:22][CH:21]=[CH:20][CH:19]=2)[C:24]2[CH:29]=[CH:28][CH:27]=[CH:26][CH:25]=2)[C@H:7]1[CH2:30][C:31]([O:33][CH3:34])=[O:32])(=[O:5])[CH3:36]. The yield is 0.360. (2) The reactants are [CH2:1]([O:3][C:4]1[N:9]=[CH:8][C:7]([S:10]([N:13]2[CH2:18][CH2:17][N:16]([CH2:19][CH3:20])[CH2:15][CH2:14]2)(=[O:12])=[O:11])=[CH:6][C:5]=1[CH:21]=O)[CH3:2].[NH2:23][C:24]1[C:25]([C:38]([NH2:40])=[O:39])=[N:26][N:27]([CH2:31][C:32]2[CH:37]=[CH:36][CH:35]=[CH:34][N:33]=2)[C:28]=1[CH2:29][CH3:30]. The catalyst is C1(C)C=CC=CC=1. The product is [CH2:1]([O:3][C:4]1[N:9]=[CH:8][C:7]([S:10]([N:13]2[CH2:18][CH2:17][N:16]([CH2:19][CH3:20])[CH2:15][CH2:14]2)(=[O:11])=[O:12])=[CH:6][C:5]=1[CH:21]1[NH:23][C:24]2=[C:28]([CH2:29][CH3:30])[N:27]([CH2:31][C:32]3[CH:37]=[CH:36][CH:35]=[CH:34][N:33]=3)[N:26]=[C:25]2[C:38](=[O:39])[NH:40]1)[CH3:2]. The yield is 0.520. (3) The reactants are [O:1]=[C:2]1[C:6]2([CH2:11][CH2:10][NH:9][CH2:8][CH2:7]2)[N:5]([C:12]2[CH:17]=[CH:16][CH:15]=[CH:14][CH:13]=2)[CH2:4][N:3]1[CH2:18][C:19]1[CH:20]=[C:21]([CH:29]=[CH:30][CH:31]=1)[C:22]([O:24][C:25]([CH3:28])([CH3:27])[CH3:26])=[O:23].Cl[CH2:33][CH2:34][CH2:35][N:36]1[C:44]2[C:39](=[CH:40][CH:41]=[CH:42][CH:43]=2)[CH2:38][C:37]1=[O:45].[I-].[Na+].C(=O)([O-])[O-].[K+].[K+]. The catalyst is CC(=O)CC.CO.ClCCl. The product is [O:1]=[C:2]1[C:6]2([CH2:11][CH2:10][N:9]([CH2:33][CH2:34][CH2:35][N:36]3[C:44]4[C:39](=[CH:40][CH:41]=[CH:42][CH:43]=4)[CH2:38][C:37]3=[O:45])[CH2:8][CH2:7]2)[N:5]([C:12]2[CH:13]=[CH:14][CH:15]=[CH:16][CH:17]=2)[CH2:4][N:3]1[CH2:18][C:19]1[CH:20]=[C:21]([CH:29]=[CH:30][CH:31]=1)[C:22]([O:24][C:25]([CH3:28])([CH3:26])[CH3:27])=[O:23]. The yield is 0.350. (4) The yield is 0.980. The product is [ClH:13].[Br:1][C:2]1[CH:8]=[CH:7][C:5]([NH2:6])=[CH:4][C:3]=1[C:9]([F:10])([F:11])[F:12]. The catalyst is CCOCC. The reactants are [Br:1][C:2]1[CH:8]=[CH:7][C:5]([NH2:6])=[CH:4][C:3]=1[C:9]([F:12])([F:11])[F:10].[ClH:13]. (5) The product is [Br:1][C:2]1[C:3]([N:24]2[CH2:29][CH2:28][CH2:27][C@@H:26]([NH:30][C:31](=[O:37])[O:32][C:33]([CH3:35])([CH3:34])[CH3:36])[CH2:25]2)=[C:4]2[C:10]([NH:11][C:12](=[O:22])[C:13]3[CH:18]=[CH:17][C:16]([O:19][CH3:20])=[C:15]([F:21])[CH:14]=3)=[CH:9][NH:8][C:5]2=[N:6][CH:7]=1. The reactants are [Br:1][C:2]1[C:3](F)=[C:4]2[C:10]([NH:11][C:12](=[O:22])[C:13]3[CH:18]=[CH:17][C:16]([O:19][CH3:20])=[C:15]([F:21])[CH:14]=3)=[CH:9][NH:8][C:5]2=[N:6][CH:7]=1.[NH:24]1[CH2:29][CH2:28][CH2:27][C@@H:26]([NH:30][C:31](=[O:37])[O:32][C:33]([CH3:36])([CH3:35])[CH3:34])[CH2:25]1. The catalyst is CCCCO. The yield is 0.270. (6) The yield is 0.155. The product is [C:22]([CH:24]([C:30]1[CH:35]=[CH:34][C:33]([O:14][CH2:13][C:10]2[CH:9]=[CH:8][C:7]([O:6][CH2:5]/[C:4](/[C:15]3[CH:16]=[CH:17][C:18]([F:21])=[CH:19][CH:20]=3)=[N:3]\[O:2][CH3:1])=[CH:12][CH:11]=2)=[CH:32][CH:31]=1)[CH2:25][C:26]([OH:28])=[O:27])#[N:23]. The reactants are [CH3:1][O:2]/[N:3]=[C:4](/[C:15]1[CH:20]=[CH:19][C:18]([F:21])=[CH:17][CH:16]=1)\[CH2:5][O:6][C:7]1[CH:12]=[CH:11][C:10]([CH2:13][OH:14])=[CH:9][CH:8]=1.[C:22]([CH:24]([C:30]1[CH:35]=[CH:34][C:33](O)=[CH:32][CH:31]=1)[CH2:25][C:26]([O:28]C)=[O:27])#[N:23]. No catalyst specified.